This data is from Peptide-MHC class I binding affinity with 185,985 pairs from IEDB/IMGT. The task is: Regression. Given a peptide amino acid sequence and an MHC pseudo amino acid sequence, predict their binding affinity value. This is MHC class I binding data. The peptide sequence is RILHNFAYSL. The MHC is HLA-A02:01 with pseudo-sequence HLA-A02:01. The binding affinity (normalized) is 0.727.